Dataset: Cav3 T-type calcium channel HTS with 100,875 compounds. Task: Binary Classification. Given a drug SMILES string, predict its activity (active/inactive) in a high-throughput screening assay against a specified biological target. (1) The molecule is O(c1c(OC)cc(cc1OC)C(=O)NCC(OCC(=O)c1[nH]ccc1)=O)C. The result is 0 (inactive). (2) The molecule is S(=O)(=O)(N1CCCC1)c1ccc(cc1)C(OCC(=O)NCc1ccccc1)=O. The result is 0 (inactive). (3) The compound is S(c1nc(c2sccc2)ccc1C#N)CC(OC)=O. The result is 0 (inactive). (4) The drug is Clc1cc(S(=O)(=O)NC2(CCCCC2)C(O)=O)ccc1F. The result is 0 (inactive). (5) The molecule is S(=O)(=O)(NCc1sccc1)c1ccc(cc1)c1oc(SCC(OCC)=O)nn1. The result is 0 (inactive).